Predict the reactants needed to synthesize the given product. From a dataset of Full USPTO retrosynthesis dataset with 1.9M reactions from patents (1976-2016). (1) Given the product [CH2:33]([O:32][C:30](=[O:31])[C:29]([O:28][CH2:26][CH3:27])=[CH:21][C:20]1[CH:23]=[CH:24][C:17]([O:16][CH2:9][C:10]2[CH:15]=[CH:14][CH:13]=[CH:12][CH:11]=2)=[CH:18][CH:19]=1)[CH3:34], predict the reactants needed to synthesize it. The reactants are: CN(C)C(=N)N(C)C.[CH2:9]([O:16][C:17]1[CH:24]=[CH:23][C:20]([CH:21]=O)=[CH:19][CH:18]=1)[C:10]1[CH:15]=[CH:14][CH:13]=[CH:12][CH:11]=1.[Cl-].[CH2:26]([O:28][CH:29]([P+](C1C=CC=CC=1)(C1C=CC=CC=1)C1C=CC=CC=1)[C:30]([O:32][CH2:33][CH3:34])=[O:31])[CH3:27]. (2) Given the product [C:12]([O:8][C:7](=[O:9])[C:6]1[C:5](=[CH:4][CH:3]=[C:2]([Cl:1])[CH:10]=1)[OH:11])(=[O:14])[CH3:13], predict the reactants needed to synthesize it. The reactants are: [Cl:1][C:2]1[CH:10]=[C:6]([C:7]([OH:9])=[O:8])[C:5]([OH:11])=[CH:4][CH:3]=1.[C:12](OC(=O)C)(=[O:14])[CH3:13].C(O)(=O)C. (3) Given the product [Cl:1][C:2]1[C:3]([C:22]([NH2:23])=[O:26])=[CH:4][C:5]2[N:9]=[C:8]([CH2:10][CH3:11])[N:7]([C:12]3[CH:13]=[CH:14][C:15]([CH2:18][CH2:19][OH:20])=[CH:16][CH:17]=3)[C:6]=2[CH:21]=1, predict the reactants needed to synthesize it. The reactants are: [Cl:1][C:2]1[C:3]([C:22]#[N:23])=[CH:4][C:5]2[N:9]=[C:8]([CH2:10][CH3:11])[N:7]([C:12]3[CH:17]=[CH:16][C:15]([CH2:18][CH2:19][OH:20])=[CH:14][CH:13]=3)[C:6]=2[CH:21]=1.CS(C)=[O:26].OO. (4) Given the product [Br:8][C:6]1[CH:7]=[C:2]([C:11]2[C:10]([Cl:9])=[CH:15][N:14]=[C:13]([F:16])[CH:12]=2)[CH:3]=[N:4][CH:5]=1, predict the reactants needed to synthesize it. The reactants are: Br[C:2]1[CH:3]=[N:4][CH:5]=[C:6]([Br:8])[CH:7]=1.[Cl:9][C:10]1[C:11](B(O)O)=[CH:12][C:13]([F:16])=[N:14][CH:15]=1.C(Cl)Cl.C(=O)([O-])[O-].[Na+].[Na+]. (5) Given the product [Cl:1][C:2]1[CH:3]=[CH:4][C:5]([CH:8]([NH:15][C:39]([C:24]2([NH:23][C:21](=[O:22])[O:20][C:16]([CH3:18])([CH3:17])[CH3:19])[CH2:25][CH2:26][N:27]([C:30]3[C:31]4[CH:38]=[CH:37][NH:36][C:32]=4[N:33]=[CH:34][N:35]=3)[CH2:28][CH2:29]2)=[O:40])[CH2:9][CH2:10][CH2:11][N:12]([CH3:13])[CH3:14])=[CH:6][CH:7]=1, predict the reactants needed to synthesize it. The reactants are: [Cl:1][C:2]1[CH:7]=[CH:6][C:5]([CH:8]([NH2:15])[CH2:9][CH2:10][CH2:11][N:12]([CH3:14])[CH3:13])=[CH:4][CH:3]=1.[C:16]([O:20][C:21]([NH:23][C:24]1([C:39](O)=[O:40])[CH2:29][CH2:28][N:27]([C:30]2[C:31]3[CH:38]=[CH:37][NH:36][C:32]=3[N:33]=[CH:34][N:35]=2)[CH2:26][CH2:25]1)=[O:22])([CH3:19])([CH3:18])[CH3:17].CCN(C(C)C)C(C)C.F[P-](F)(F)(F)(F)F.N1(OC(N(C)C)=[N+](C)C)C2N=CC=CC=2N=N1. (6) Given the product [CH3:1][N:2]1[C:10]2[C:5](=[CH:6][CH:7]=[CH:8][CH:9]=2)[C:4]([C:11]2[C:12](=[O:28])[O:13][C:14](=[O:27])[C:15]=2[C:16]2[CH:21]=[CH:20][CH:19]=[C:18]([O:22][CH2:23][CH2:24][CH2:25][N:29]=[N+:30]=[N-:31])[CH:17]=2)=[CH:3]1, predict the reactants needed to synthesize it. The reactants are: [CH3:1][N:2]1[C:10]2[C:5](=[CH:6][CH:7]=[CH:8][CH:9]=2)[C:4]([C:11]2[C:12](=[O:28])[O:13][C:14](=[O:27])[C:15]=2[C:16]2[CH:21]=[CH:20][CH:19]=[C:18]([O:22][CH2:23][CH2:24][CH2:25]Cl)[CH:17]=2)=[CH:3]1.[N-:29]=[N+:30]=[N-:31].[Na+]. (7) Given the product [F:19][C:15]1[CH:14]=[C:13]([CH2:12][CH2:11][NH:10][C:8]([C:3]2[CH:4]=[N:5][N:6]([CH3:7])[C:2]=2[NH:1][C:30]([C:29]2[CH:33]=[CH:34][CH:35]=[CH:36][C:28]=2[O:27][CH2:20][C:21]2[CH:26]=[CH:25][CH:24]=[CH:23][CH:22]=2)=[O:31])=[O:9])[CH:18]=[CH:17][CH:16]=1, predict the reactants needed to synthesize it. The reactants are: [NH2:1][C:2]1[N:6]([CH3:7])[N:5]=[CH:4][C:3]=1[C:8]([NH:10][CH2:11][CH2:12][C:13]1[CH:18]=[CH:17][CH:16]=[C:15]([F:19])[CH:14]=1)=[O:9].[CH2:20]([O:27][C:28]1[CH:36]=[CH:35][CH:34]=[CH:33][C:29]=1[C:30](Cl)=[O:31])[C:21]1[CH:26]=[CH:25][CH:24]=[CH:23][CH:22]=1.